Binary Classification. Given a miRNA mature sequence and a target amino acid sequence, predict their likelihood of interaction. From a dataset of Experimentally validated miRNA-target interactions with 360,000+ pairs, plus equal number of negative samples. (1) The miRNA is hsa-miR-6867-5p with sequence UGUGUGUGUAGAGGAAGAAGGGA. The protein sequence of the target gene is MKTMATRKRCKLSRTGPEFENVIKRLLCARTFHTRIGGDLTHGIINRGRRANAEQMGLQGSAQHFNIFPLDLWTQGKKTEVQKREGTDSIPAAGRSGTANQPSIAPHRCLFSRGITALDGLKRGRGCNGAAHLVRGDAWKTKLGEPWVSIALALAGPGAILILELSWFLG. Result: 1 (interaction). (2) The miRNA is hsa-miR-1229-3p with sequence CUCUCACCACUGCCCUCCCACAG. The protein sequence of the target gene is MALPFARCWKLYRWGTKRWGVPAVESRRGISFKLEEKTAHSSLALFRGDTGVKYGLVGLEPTKVALNLERFREWAVVLGDTTVTSGRHYWEVTVKRSQQFRIGVADVDMSRDSCVGADDRSWVFSYAQRKWHSMLANEKAPIKGIGQPEKVGLLLDYEAKKLSLVDVSRISVIHTLQTDFRGPVAPAFALWDGELLTHSGLEVPKGL. Result: 0 (no interaction). (3) The miRNA is mmu-miR-466n-5p with sequence GUGUGUGCGUACAUGUACAUGU. The protein sequence of the target gene is MTADKEKKRSSSELRKEKSRDAARCRRSKETEVFYELAHELPLPHSVSSHLDKASIMRLAISFLRTHKLLSSVCSENESEAEADQQMDNLYLKALEGFIAVVTQDGDMIFLSENISKFMGLTQVELTGHSIFDFTHPCDHEEIRENLTLKNGSGFGKKSKDVSTERDFFMRMKCTVTNRGRTVNLKSATWKVLHCTGQVRVYNNCPPHSSLCGSKEPLLSCLIIMCEPIQHPSHMDIPLDSKTFLSRHSMDMKFTYCDDRILELIGYHPEELLGRSAYEFYHALDSENMTKSHQNLCTKG.... Result: 1 (interaction). (4) The miRNA is mmu-miR-34b-5p with sequence AGGCAGUGUAAUUAGCUGAUUGU. The protein sequence of the target gene is MPQPSVSGMDPPFGDAFRSHTFSEQTLMSTDLLANSSDPDFMYELDREMNYQQNPRDNFLSLEDCKDIENLETFTDVLDNEDALTSNWEQWDTYCEDLTKYTKLTSCDIWGTKEVDYLGLDDFSSPYQDEEVISKTPTLAQLNSEDSQSVSDSLYYPDSLFSVKQNPLPPSSFPSKKITNRAAAPVCSSKTLQAEVPSSDCVQKASKPTSSTQIMVKTNMYHNEKVNFHVECKDYVKKAKVKINPVQQGRPLLSQVHIDAAKENTCYCGAVAKRQERRGVEPHQGRGTPALPFKETQELL.... Result: 1 (interaction). (5) The miRNA is hsa-miR-513c-3p with sequence UAAAUUUCACCUUUCUGAGAAGA. The protein sequence of the target gene is MGRVSGLVPSRFLTLLAHLVVVITLFWSRDSNIQACLPLTFTPEEYDKQDIQLVAALSVTLGLFAVELAGFLSGVSMFNSTQSLISIGAHCSASVALSFFIFERWECTTYWYIFVFCSALPAVTEMALFVTVFGLKKKPF. Result: 1 (interaction). (6) The miRNA is hsa-miR-5094 with sequence AAUCAGUGAAUGCCUUGAACCU. The protein sequence of the target gene is MQFMLLFSRQGKLRLQKWYVPLSDKEKKKITRELVQTVLARKPKMCSFLEWRDLKIVYKRYASLYFCCAIEDQDNELITLEIIHRYVELLDKYFGSVCELDIIFNFEKAYFILDEFLLGGEVQETSKKNVLKAIEQADLLQEDAKEAETPRSVLEEIGLT. Result: 0 (no interaction).